Dataset: Forward reaction prediction with 1.9M reactions from USPTO patents (1976-2016). Task: Predict the product of the given reaction. (1) Given the reactants [CH3:1][O:2][C:3]1[CH:4]=[CH:5][C:6]([N+:11]([O-])=O)=[C:7]([CH:10]=1)[NH:8][CH3:9].[CH3:14]O, predict the reaction product. The product is: [CH3:1][O:2][C:3]1[CH:4]=[CH:5][C:6]2[N:11]=[CH:9][N:8]([CH3:14])[C:7]=2[CH:10]=1. (2) Given the reactants CO[C:3](=O)[CH2:4][C:5]1[C:9]2[CH:10]=[CH:11][CH:12]=[CH:13][C:8]=2[O:7][CH:6]=1.[Li].CC[O:18]CC, predict the reaction product. The product is: [CH:6]1[O:7][C:8]([CH:13]([OH:18])[CH3:12])=[C:9]2[CH:10]=[CH:11][CH:3]=[CH:4][C:5]=12. (3) Given the reactants [CH2:1]([N:3]1[CH2:15][CH2:14][C:6]2[NH:7][C:8]3[CH:9]=[CH:10][CH:11]=[CH:12][C:13]=3[C:5]=2[CH2:4]1)[CH3:2].C([C:18]1[CH:23]=[CH:22][CH:21]=[CH:20][N:19]=1)=C.[Na].FC(F)(F)C([O-])=O, predict the reaction product. The product is: [CH2:1]([N:3]1[CH2:15][CH2:14][C:6]2[N:7]([C:18]3[CH:23]=[CH:22][CH:21]=[CH:20][N:19]=3)[C:8]3[CH:9]=[CH:10][CH:11]=[CH:12][C:13]=3[C:5]=2[CH2:4]1)[CH3:2]. (4) Given the reactants [NH:1]1[C:9]2[C:4](=[C:5]([CH2:10][N:11]3[C:16]4([CH2:21][CH2:20][N:19]([C:22]5[CH:31]=[N:30][C:29]6[C:24](=[CH:25][CH:26]=[CH:27][CH:28]=6)[N:23]=5)[CH2:18][CH2:17]4)[CH2:15][CH2:14][CH2:13][C:12]3=[O:32])[CH:6]=[CH:7][CH:8]=2)[CH:3]=[CH:2]1.[H-].[Na+].[CH3:35]I.O, predict the reaction product. The product is: [CH3:35][N:1]1[C:9]2[C:4](=[C:5]([CH2:10][N:11]3[C:16]4([CH2:17][CH2:18][N:19]([C:22]5[CH:31]=[N:30][C:29]6[C:24](=[CH:25][CH:26]=[CH:27][CH:28]=6)[N:23]=5)[CH2:20][CH2:21]4)[CH2:15][CH2:14][CH2:13][C:12]3=[O:32])[CH:6]=[CH:7][CH:8]=2)[CH:3]=[CH:2]1. (5) Given the reactants [C:1]([OH:13])(=[O:12])[CH2:2][C:3]([CH2:8][C:9]([OH:11])=[O:10])([C:5]([OH:7])=[O:6])[OH:4].[CH2:14]([OH:27])[CH2:15][CH2:16][CH2:17][CH2:18][CH2:19][CH2:20][CH2:21][CH2:22][CH2:23][CH2:24][CH2:25][OH:26].CCNC(CC1C=CC2OCOC=2C=1)C.C(O)(=O)CC(CC(O)=O)(C(O)=O)O.C(O)CCCCCCCCCCCO.CCNC(CC1C=CC2OCOC=2C=1)C, predict the reaction product. The product is: [CH2:25]([OH:26])[CH2:24][CH2:23][CH2:22][CH2:21][CH2:20][CH2:19][CH2:18][CH2:17][CH2:16][CH2:15][CH2:14][OH:27].[C:1]([OH:13])(=[O:12])[CH2:2][C:3]([CH2:8][C:9]([OH:11])=[O:10])([C:5]([OH:7])=[O:6])[OH:4]. (6) Given the reactants [H-].[Na+].C(OP([CH2:11][C:12]([O:14][CH2:15][CH3:16])=[O:13])(OCC)=O)C.[C:17]([C:20]1[CH:25]=[CH:24][C:23]([CH2:26][CH2:27][NH:28][C:29](=[O:34])[C:30]([F:33])([F:32])[F:31])=[CH:22][CH:21]=1)(=O)[CH3:18].O, predict the reaction product. The product is: [F:31][C:30]([F:32])([F:33])[C:29]([NH:28][CH2:27][CH2:26][C:23]1[CH:24]=[CH:25][C:20]([C:17]([CH3:18])=[CH:11][C:12]([O:14][CH2:15][CH3:16])=[O:13])=[CH:21][CH:22]=1)=[O:34]. (7) Given the reactants Cl[CH2:2][C:3](=O)[CH3:4].[Cl:6][C:7]1[CH:8]=[C:9]([O:17][C:18]2[CH:23]=[CH:22][CH:21]=[CH:20][CH:19]=2)[C:10]([NH:13][C:14]([NH2:16])=[S:15])=[N:11][CH:12]=1.C(N(CC)CC)C, predict the reaction product. The product is: [Cl:6][C:7]1[CH:8]=[C:9]([O:17][C:18]2[CH:19]=[CH:20][CH:21]=[CH:22][CH:23]=2)[C:10]([NH:13][C:14]2[S:15][CH:2]=[C:3]([CH3:4])[N:16]=2)=[N:11][CH:12]=1.